This data is from Forward reaction prediction with 1.9M reactions from USPTO patents (1976-2016). The task is: Predict the product of the given reaction. Given the reactants [N:1]1[N:10]2[C:4]([CH2:5][O:6][C:7]3[CH:14]=[CH:13][CH:12]=[CH:11][C:8]=3[CH2:9]2)=[CH:3][C:2]=1C=O.[Mg+2].[Br-].[Br-].[N+:20]([C:23]1[CH:41]=[CH:40][C:26]([CH2:27][O:28][C:29]([C:31]2[N:32]3[CH:35]([S:36][CH:37]=2)[CH:34]([Br:38])[C:33]3=[O:39])=[O:30])=[CH:25][CH:24]=1)([O-:22])=[O:21].CCN(CC)CC.[CH3:49][C:50]([O:52][C:53](C)=O)=[O:51], predict the reaction product. The product is: [N+:20]([C:23]1[CH:41]=[CH:40][C:26]([CH2:27][O:28][C:29]([C:31]2[N:32]3[CH:35]([S:36][CH:37]=2)[C:34]([CH:53]([O:52][C:50](=[O:51])[CH3:49])[C:12]2[CH:13]=[CH:14][C:7]4[O:6][CH2:5][C:4]5=[CH:3][CH:2]=[N:1][N:10]5[CH2:9][C:8]=4[CH:11]=2)([Br:38])[C:33]3=[O:39])=[O:30])=[CH:25][CH:24]=1)([O-:22])=[O:21].